From a dataset of Forward reaction prediction with 1.9M reactions from USPTO patents (1976-2016). Predict the product of the given reaction. Given the reactants Cl[C:2]1[C:11]2[N:10]=[C:9]([CH3:12])[CH:8]=[CH:7][C:6]=2[C:5](B(O)O)=[CH:4][N:3]=1.Br[C:17]1[S:21][N:20]=[C:19]([CH3:22])[N:18]=1.[NH2:23][C:24]1[N:25]=[C:26]([CH3:29])[S:27][CH:28]=1, predict the reaction product. The product is: [CH3:12][C:9]1[CH:8]=[CH:7][C:6]2[C:11](=[C:2]([NH:23][C:24]3[N:25]=[C:26]([CH3:29])[S:27][CH:28]=3)[N:3]=[CH:4][C:5]=2[C:17]2[S:21][N:20]=[C:19]([CH3:22])[N:18]=2)[N:10]=1.